Dataset: Catalyst prediction with 721,799 reactions and 888 catalyst types from USPTO. Task: Predict which catalyst facilitates the given reaction. (1) Reactant: C([Sn](CCCC)(OCCCC)[O:6][Sn:7]([CH2:17][CH2:18][CH2:19][CH3:20])([CH2:13][CH2:14][CH2:15][CH3:16])[O:8][CH2:9][CH2:10][CH2:11][CH3:12])CCC. Product: [CH2:17]([Sn:7]([CH2:13][CH2:14][CH2:15][CH3:16])([O:6][CH2:9][CH2:10][CH2:11][CH3:12])[O:8][CH2:9][CH2:10][CH2:11][CH3:12])[CH2:18][CH2:19][CH3:20]. The catalyst class is: 51. (2) Product: [Cl:1][C:2]1[CH:3]=[CH:4][C:5]2[N:11]3[C:12]([CH:15]4[CH2:16][CH2:17]4)=[N:13][N:14]=[C:10]3[C@@H:9]([CH2:18][CH2:19][C:20]([OH:36])=[O:33])[S:8][C@H:7]([C:22]3[CH:27]=[CH:26][CH:25]=[C:24]([O:28][CH3:29])[C:23]=3[O:30][CH3:31])[C:6]=2[CH:32]=1. Reactant: [Cl:1][C:2]1[CH:3]=[CH:4][C:5]2[N:11]3[C:12]([CH:15]4[CH2:17][CH2:16]4)=[N:13][N:14]=[C:10]3[C@@H:9]([CH2:18][CH2:19][C:20]#N)[S:8][C@H:7]([C:22]3[CH:27]=[CH:26][CH:25]=[C:24]([O:28][CH3:29])[C:23]=3[O:30][CH3:31])[C:6]=2[CH:32]=1.[OH-:33].[Na+].C[OH:36].Cl. The catalyst class is: 41. (3) Reactant: [NH2:1][C:2](=[O:23])[C@:3]([NH:15]C(=O)OC(C)(C)C)([C:5]1[CH:10]=[CH:9][CH:8]=[C:7]([C:11]([F:14])([F:13])[F:12])[CH:6]=1)[CH3:4].[ClH:24]. Product: [ClH:24].[NH2:15][C@@:3]([C:5]1[CH:10]=[CH:9][CH:8]=[C:7]([C:11]([F:12])([F:13])[F:14])[CH:6]=1)([CH3:4])[C:2]([NH2:1])=[O:23]. The catalyst class is: 269.